This data is from Catalyst prediction with 721,799 reactions and 888 catalyst types from USPTO. The task is: Predict which catalyst facilitates the given reaction. Reactant: [Br:1][C:2]1[CH:3]=[C:4]2[C:9](=[CH:10][CH:11]=1)[CH:8]=[C:7]([OH:12])[CH:6]=[CH:5]2.Br[CH2:14][CH2:15][OH:16].[OH-].[K+]. The catalyst class is: 35. Product: [OH:16][CH2:15][CH2:14][O:12][C:7]1[CH:6]=[CH:5][C:4]2[C:9](=[CH:10][CH:11]=[C:2]([Br:1])[CH:3]=2)[CH:8]=1.